Dataset: Drug half-life prediction data from Obach et al.. Task: Regression/Classification. Given a drug SMILES string, predict its absorption, distribution, metabolism, or excretion properties. Task type varies by dataset: regression for continuous measurements (e.g., permeability, clearance, half-life) or binary classification for categorical outcomes (e.g., BBB penetration, CYP inhibition). For this dataset (half_life_obach), we predict log10(half-life) (log10 of half-life in hours). (1) The compound is CC[C@H]1OC(=O)[C@H](C)[C@@H](O[C@H]2C[C@@](C)(OC)[C@@H](O)[C@H](C)O2)[C@H](C)[C@@H](O[C@@H]2O[C@H](C)C[C@H](N(C)C)[C@H]2O)[C@](C)(OC)C[C@@H](C)C(=O)[C@H](C)[C@@H](O)[C@]1(C)O. The log10(half-life) is 0.450. (2) The molecule is O=C(O)c1cc(/N=N/c2ccc(O)c(C(=O)O)c2)ccc1O. The log10(half-life) is -0.0500. (3) The molecule is COC(=O)O[C@@]12CO[C@@H]1C[C@H](O)[C@@]1(C)C(=O)[C@H](OC(C)=O)C3=C(C)[C@@H](OC(=O)[C@H](O)[C@@H](NC(=O)c4ccccc4)c4ccccc4)C[C@@](O)([C@@H](OC(=O)c4ccccc4)[C@@H]12)C3(C)C. The log10(half-life) is 1.49. (4) The drug is CCCC1C(=O)N2C(N(C)C)=Nc3ccc(C)cc3N2C1=O. The log10(half-life) is 1.23. (5) The drug is NCCCC[C@H](NC(=O)[C@@H](Cc1cc(Br)c(O)c(Br)c1)NC(=O)N1CCC(N2Cc3ccccc3NC2=O)CC1)C(=O)N1CCN(c2ccncc2)CC1. The log10(half-life) is 0.400. (6) The log10(half-life) is 0.380. The compound is NCC[C@H](O)C(=O)N[C@@H]1C[C@H](N)[C@@H](O[C@H]2O[C@H](CN)[C@@H](O)[C@H](O)[C@H]2O)[C@H](O)[C@H]1O[C@H]1O[C@H](CO)[C@@H](O)[C@H](N)[C@H]1O.